Dataset: Forward reaction prediction with 1.9M reactions from USPTO patents (1976-2016). Task: Predict the product of the given reaction. The product is: [CH:1]1([C:6]2[C:15]([C:16](=[O:27])[C:17]3[CH:18]=[CH:19][C:20]([C:23]([F:25])([F:26])[F:24])=[CH:21][CH:22]=3)=[C:14]([CH:28]3[CH2:32][CH2:31][CH2:30][CH2:29]3)[C:13]3[C:12](=[O:33])[CH2:11][C:10]([CH3:35])([CH3:34])[CH2:9][C:8]=3[N:7]=2)[CH2:2][CH2:3][CH2:4][CH2:5]1. Given the reactants [CH:1]1([C:6]2[NH:7][C:8]3[CH2:9][C:10]([CH3:35])([CH3:34])[CH2:11][C:12](=[O:33])[C:13]=3[CH:14]([CH:28]3[CH2:32][CH2:31][CH2:30][CH2:29]3)[C:15]=2[C:16](=[O:27])[C:17]2[CH:22]=[CH:21][C:20]([C:23]([F:26])([F:25])[F:24])=[CH:19][CH:18]=2)[CH2:5][CH2:4][CH2:3][CH2:2]1.ClC1C(=O)C(C#N)=C(C#N)C(=O)C=1Cl, predict the reaction product.